This data is from Full USPTO retrosynthesis dataset with 1.9M reactions from patents (1976-2016). The task is: Predict the reactants needed to synthesize the given product. (1) Given the product [NH2:1][C:4]1[CH:5]=[C:6]2[C:11](=[CH:12][CH:13]=1)[N:10]=[CH:9][CH:8]=[C:7]2[C:14]#[N:15], predict the reactants needed to synthesize it. The reactants are: [N+:1]([C:4]1[CH:5]=[C:6]2[C:11](=[CH:12][CH:13]=1)[N:10]=[CH:9][CH:8]=[C:7]2[C:14]#[N:15])([O-])=O. (2) Given the product [C:1]([O:5][C:6](=[O:7])[NH:8][C@H:9]([CH2:29][C:30]1[CH:35]=[C:34]([F:36])[C:33]([F:37])=[CH:32][C:31]=1[F:38])[CH2:10][C:11]([N:13]1[CH2:18][CH2:17][N:16]2[C:19]([C:25]([F:27])([F:26])[F:28])=[N:20][C:21]([C:22](=[O:24])[NH:44][CH2:55][CH2:54][N:56]([CH3:59])[CH3:57])=[C:15]2[CH2:14]1)=[O:12])([CH3:3])([CH3:4])[CH3:2], predict the reactants needed to synthesize it. The reactants are: [C:1]([O:5][C:6]([NH:8][C@H:9]([CH2:29][C:30]1[CH:35]=[C:34]([F:36])[C:33]([F:37])=[CH:32][C:31]=1[F:38])[CH2:10][C:11]([N:13]1[CH2:18][CH2:17][N:16]2[C:19]([C:25]([F:28])([F:27])[F:26])=[N:20][C:21]([C:22]([OH:24])=O)=[C:15]2[CH2:14]1)=[O:12])=[O:7])([CH3:4])([CH3:3])[CH3:2].O=C1[N:44](P(Cl)(N2CCOC2=O)=O)CCO1.[CH2:54]([N:56]([CH2:59]C)[CH2:57]C)[CH3:55].CNCCNC. (3) Given the product [CH2:1]([O:3][C:4](=[O:25])[CH:5]([O:23][CH3:24])[CH2:6][C:8]1[CH:13]=[CH:12][C:11]([O:14][CH2:15][C:16]2[CH:21]=[CH:20][CH:19]=[CH:18][CH:17]=2)=[CH:10][C:9]=1[Cl:22])[CH3:2], predict the reactants needed to synthesize it. The reactants are: [CH2:1]([O:3][C:4](=[O:25])[CH:5]([O:23][CH3:24])[CH:6]([C:8]1[CH:13]=[CH:12][C:11]([O:14][CH2:15][C:16]2[CH:21]=[CH:20][CH:19]=[CH:18][CH:17]=2)=[CH:10][C:9]=1[Cl:22])O)[CH3:2].S(Cl)(C)(=O)=O.